This data is from Full USPTO retrosynthesis dataset with 1.9M reactions from patents (1976-2016). The task is: Predict the reactants needed to synthesize the given product. The reactants are: C(OC(OCC)[N:5]1[CH:9]=[CH:8][N:7]=[CH:6]1)C.C([Li])CCC.CON(C)[C:21]([CH:23]1[C:32]2[C:27](=[CH:28][CH:29]=[CH:30][CH:31]=2)[N:26]([S:33]([C:36]2[CH:41]=[CH:40][C:39]([CH3:42])=[CH:38][CH:37]=2)(=[O:35])=[O:34])[CH2:25][CH2:24]1)=[O:22]. Given the product [NH:7]1[CH:8]=[CH:9][N:5]=[C:6]1[C:21]([CH:23]1[C:32]2[C:27](=[CH:28][CH:29]=[CH:30][CH:31]=2)[N:26]([S:33]([C:36]2[CH:37]=[CH:38][C:39]([CH3:42])=[CH:40][CH:41]=2)(=[O:35])=[O:34])[CH2:25][CH2:24]1)=[O:22], predict the reactants needed to synthesize it.